Dataset: Forward reaction prediction with 1.9M reactions from USPTO patents (1976-2016). Task: Predict the product of the given reaction. (1) Given the reactants Br[CH2:2][C:3]([NH:5][C:6]1[CH:11]=[CH:10][C:9]([Cl:12])=[CH:8][CH:7]=1)=[O:4].C(O[C:16]([C:18]1[NH:19][N:20]=[CH:21][C:22]=1[C:23]#[N:24])=[O:17])C.BrCC(NC1C=[CH:34][C:33](Cl)=[CH:32]N=1)=O.C(OC([C:42]1[NH:43][N:44]=[C:45]([C:47]2SC=C[CH:51]=2)[CH:46]=1)=O)C, predict the reaction product. The product is: [CH:33]([N:43]1[CH2:42][CH2:46][CH:45]([NH:44][C:16]([C:18]2[N:19]([CH2:2][C:3](=[O:4])[NH:5][C:6]3[CH:11]=[CH:10][C:9]([Cl:12])=[CH:8][CH:7]=3)[N:20]=[CH:21][C:22]=2[C:23]#[N:24])=[O:17])[CH2:47][CH2:51]1)([CH3:34])[CH3:32]. (2) The product is: [C:44]([O:57][CH2:58][C@@H:59]([O:89][C:90](=[O:102])[CH2:91][CH2:92][CH2:93][CH2:94][CH2:95][CH2:96][CH3:97])[CH2:60][S:61][CH2:62][C@H:63]([NH:71][C:72]([O:74][CH2:75][CH:76]1[C:88]2[CH:87]=[CH:86][CH:85]=[CH:84][C:83]=2[C:82]2[C:77]1=[CH:78][CH:79]=[CH:80][CH:81]=2)=[O:73])[C:64]([O:66][C:67]([CH3:68])([CH3:70])[CH3:69])=[O:65])(=[O:56])[CH2:45][CH2:46][CH2:47][CH2:48][CH2:49][CH2:50][CH3:51]. Given the reactants C1C2C(COC(N[C@@H](CSC[C@H](O)CO)C(OC(C)(C)C)=O)=O)C3C(=CC=CC=3)C=2C=CC=1.C(Cl)(=O)CCCCCCC.[C:44]([O:57][CH2:58][C@@H:59]([O:89][C:90](=[O:102])[CH2:91][CH2:92][CH2:93][CH2:94][CH2:95][CH2:96][CH2:97]CCCC)[CH2:60][S:61][CH2:62][C@H:63]([NH:71][C:72]([O:74][CH2:75][CH:76]1[C:88]2[CH:87]=[CH:86][CH:85]=[CH:84][C:83]=2[C:82]2[C:77]1=[CH:78][CH:79]=[CH:80][CH:81]=2)=[O:73])[C:64]([O:66][C:67]([CH3:70])([CH3:69])[CH3:68])=[O:65])(=[O:56])[CH2:45][CH2:46][CH2:47][CH2:48][CH2:49][CH2:50][CH2:51]CCCC, predict the reaction product. (3) Given the reactants [F:1][C:2]([F:18])([F:17])[C:3]1[CH:4]=[C:5]([C:13]#[C:14][CH2:15]Br)[CH:6]=[C:7]([C:9]([F:12])([F:11])[F:10])[CH:8]=1.[NH:19]1[CH2:24][CH2:23][CH2:22][CH2:21][CH2:20]1.C(=O)([O-])[O-].[K+].[K+], predict the reaction product. The product is: [F:1][C:2]([F:18])([F:17])[C:3]1[CH:4]=[C:5]([C:13]#[C:14][CH2:15][N:19]2[CH2:24][CH2:23][CH2:22][CH2:21][CH2:20]2)[CH:6]=[C:7]([C:9]([F:12])([F:11])[F:10])[CH:8]=1. (4) Given the reactants [CH:1]1([N:7]2[CH2:12][CH2:11][N:10]([C:13]3[S:17][C:16]([NH:18][C:19](=[O:28])[C:20]4[CH:25]=[CH:24][C:23]([CH:26]=O)=[CH:22][CH:21]=4)=[N:15][C:14]=3[C:29]3[CH:34]=[CH:33][C:32]([F:35])=[CH:31][CH:30]=3)[CH2:9][CH2:8]2)[CH2:6][CH2:5][CH2:4][CH2:3][CH2:2]1.C([N:38](CC)CC)C.[CH3:43][S:44](Cl)(=[O:46])=[O:45], predict the reaction product. The product is: [CH:1]1([N:7]2[CH2:12][CH2:11][N:10]([C:13]3[S:17][C:16]([NH:18][C:19](=[O:28])[C:20]4[CH:21]=[CH:22][C:23]([CH2:26][NH:38][S:44]([CH3:43])(=[O:46])=[O:45])=[CH:24][CH:25]=4)=[N:15][C:14]=3[C:29]3[CH:30]=[CH:31][C:32]([F:35])=[CH:33][CH:34]=3)[CH2:9][CH2:8]2)[CH2:6][CH2:5][CH2:4][CH2:3][CH2:2]1. (5) Given the reactants [CH2:1]([C:5]1[CH:10]=[CH:9][C:8]([C:11]#[C:12][C:13]2[CH:33]=[CH:32][C:16]([CH2:17][N:18]([CH2:30][CH3:31])[C:19]3[CH:20]=[CH:21][C:22]([F:29])=[C:23]([CH:28]=3)[C:24]([O:26]C)=[O:25])=[CH:15][CH:14]=2)=[CH:7][CH:6]=1)[CH2:2][CH2:3][CH3:4], predict the reaction product. The product is: [CH2:1]([C:5]1[CH:6]=[CH:7][C:8]([C:11]#[C:12][C:13]2[CH:33]=[CH:32][C:16]([CH2:17][N:18]([CH2:30][CH3:31])[C:19]3[CH:20]=[CH:21][C:22]([F:29])=[C:23]([CH:28]=3)[C:24]([OH:26])=[O:25])=[CH:15][CH:14]=2)=[CH:9][CH:10]=1)[CH2:2][CH2:3][CH3:4]. (6) Given the reactants C([O:9][CH2:10][C:11]1[O:15][N:14]=[C:13]([CH3:16])[C:12]=1[C:17]1[C:26]2[O:25][CH2:24][CH:23]([C:27]3[CH:32]=[CH:31][CH:30]=[CH:29][N:28]=3)[N:22]3[C:33](=[O:35])[NH:34][C:20]([C:21]=23)=[CH:19][CH:18]=1)(=O)C1C=CC=CC=1.[OH-].[Li+].O, predict the reaction product. The product is: [OH:9][CH2:10][C:11]1[O:15][N:14]=[C:13]([CH3:16])[C:12]=1[C:17]1[C:26]2[O:25][CH2:24][CH:23]([C:27]3[CH:32]=[CH:31][CH:30]=[CH:29][N:28]=3)[N:22]3[C:33](=[O:35])[NH:34][C:20]([C:21]=23)=[CH:19][CH:18]=1. (7) Given the reactants [C:1]([O:5][C:6]([C:8]1[N:13]=[C:12]([CH:14]2[CH2:19][CH2:18][NH:17][CH2:16][CH2:15]2)[CH:11]=[CH:10][CH:9]=1)=[O:7])([CH3:4])([CH3:3])[CH3:2].C=O.[C:22]([BH3-])#N.[Na+], predict the reaction product. The product is: [C:1]([O:5][C:6]([C:8]1[N:13]=[C:12]([CH:14]2[CH2:19][CH2:18][N:17]([CH3:22])[CH2:16][CH2:15]2)[CH:11]=[CH:10][CH:9]=1)=[O:7])([CH3:4])([CH3:2])[CH3:3]. (8) Given the reactants I[CH:2]([CH3:4])[CH3:3].[CH:5]1([C:8]2[C:15]([CH:16]3[CH2:18][CH2:17]3)=[CH:14][C:11]([CH:12]=[O:13])=[C:10]([OH:19])[C:9]=2[F:20])[CH2:7][CH2:6]1.C(=O)([O-])[O-].[K+].[K+].CN(C=O)C, predict the reaction product. The product is: [CH:5]1([C:8]2[C:15]([CH:16]3[CH2:18][CH2:17]3)=[CH:14][C:11]([CH:12]=[O:13])=[C:10]([O:19][CH:2]([CH3:4])[CH3:3])[C:9]=2[F:20])[CH2:6][CH2:7]1. (9) Given the reactants [F:1][C:2]1[CH:34]=[CH:33][C:5]([CH2:6][NH:7][C:8]([C:10]2[C:11](=[O:32])[C:12]3[C:13]4[N:14]([CH:31]=2)[CH2:15][C:16](=[O:30])[N:17]([CH3:29])[C:18]=4[CH:19]=[C:20]([CH2:22]N2CCOCC2)[CH:21]=3)=[O:9])=[CH:4][CH:3]=1.[Cl:35]C(OCC)=O.CCN(C(C)C)C(C)C, predict the reaction product. The product is: [F:1][C:2]1[CH:34]=[CH:33][C:5]([CH2:6][NH:7][C:8]([C:10]2[C:11](=[O:32])[C:12]3[C:13]4[N:14]([CH:31]=2)[CH2:15][C:16](=[O:30])[N:17]([CH3:29])[C:18]=4[CH:19]=[C:20]([CH2:22][Cl:35])[CH:21]=3)=[O:9])=[CH:4][CH:3]=1. (10) Given the reactants [OH-].[Na+].O.[CH2:4]([OH:7])[C:5]#[CH:6].[CH2:8](Br)[CH2:9][CH2:10][CH2:11][CH3:12], predict the reaction product. The product is: [CH2:8]([O:7][CH2:4][C:5]#[CH:6])[CH2:9][CH2:10][CH2:11][CH3:12].